Dataset: Reaction yield outcomes from USPTO patents with 853,638 reactions. Task: Predict the reaction yield, written as a fraction of the theoretical maximum amount of product (1.0 means a 100% yield; for example, 0.34 means a 34% yield). The reactants are Cl.[F:2][CH2:3][CH2:4][CH2:5][NH2:6].[CH3:7][CH2:8][CH2:9][CH2:10][CH2:11][CH3:12].[C:13]([O:16]CC)(=[O:15])C. No catalyst specified. The product is [F:2][CH2:3][CH2:4][CH2:5][NH:6][C:13](=[O:15])[O:16][C:9]1[CH:8]=[CH:7][CH:12]=[CH:11][CH:10]=1. The yield is 0.294.